This data is from Peptide-MHC class I binding affinity with 185,985 pairs from IEDB/IMGT. The task is: Regression. Given a peptide amino acid sequence and an MHC pseudo amino acid sequence, predict their binding affinity value. This is MHC class I binding data. The peptide sequence is YIFSYDAYT. The MHC is HLA-A02:01 with pseudo-sequence HLA-A02:01. The binding affinity (normalized) is 0.470.